From a dataset of Peptide-MHC class I binding affinity with 185,985 pairs from IEDB/IMGT. Regression. Given a peptide amino acid sequence and an MHC pseudo amino acid sequence, predict their binding affinity value. This is MHC class I binding data. (1) The peptide sequence is RRQGNIYPK. The MHC is HLA-B44:02 with pseudo-sequence HLA-B44:02. The binding affinity (normalized) is 0.0847. (2) The peptide sequence is KNMYELQKL. The MHC is HLA-B27:05 with pseudo-sequence HLA-B27:05. The binding affinity (normalized) is 0.169. (3) The peptide sequence is RVRQQVIQL. The MHC is HLA-B40:01 with pseudo-sequence HLA-B40:01. The binding affinity (normalized) is 0.0847. (4) The peptide sequence is QYPSGQGSF. The MHC is HLA-A24:02 with pseudo-sequence HLA-A24:02. The binding affinity (normalized) is 0.249. (5) The peptide sequence is KTKDYVNGL. The MHC is HLA-B27:05 with pseudo-sequence HLA-B27:05. The binding affinity (normalized) is 0.281.